This data is from Peptide-MHC class I binding affinity with 185,985 pairs from IEDB/IMGT. The task is: Regression. Given a peptide amino acid sequence and an MHC pseudo amino acid sequence, predict their binding affinity value. This is MHC class I binding data. (1) The MHC is HLA-B58:01 with pseudo-sequence HLA-B58:01. The peptide sequence is QVQMLINTY. The binding affinity (normalized) is 0.0847. (2) The peptide sequence is ILHNGAYSL. The MHC is HLA-A02:02 with pseudo-sequence HLA-A02:02. The binding affinity (normalized) is 0.457. (3) The peptide sequence is ISDSAQNMM. The MHC is HLA-B15:01 with pseudo-sequence HLA-B15:01. The binding affinity (normalized) is 0.0847. (4) The peptide sequence is RPMTFKAAV. The MHC is HLA-A30:02 with pseudo-sequence HLA-A30:02. The binding affinity (normalized) is 0.171. (5) The peptide sequence is NYKERMVTF. The MHC is HLA-A23:01 with pseudo-sequence HLA-A23:01. The binding affinity (normalized) is 0.573.